This data is from Full USPTO retrosynthesis dataset with 1.9M reactions from patents (1976-2016). The task is: Predict the reactants needed to synthesize the given product. (1) Given the product [NH2:18][C@:17]([CH3:23])([CH2:16][CH2:15][C:4]1[CH:5]=[C:6]([CH3:14])[C:7]([O:8][CH2:9][CH2:10][CH2:11][CH2:12][CH3:13])=[C:2]([Br:1])[CH:3]=1)[CH2:21][OH:20], predict the reactants needed to synthesize it. The reactants are: [Br:1][C:2]1[CH:3]=[C:4]([CH2:15][CH2:16][C@:17]2([CH3:23])[CH2:21][O:20]C(=O)[NH:18]2)[CH:5]=[C:6]([CH3:14])[C:7]=1[O:8][CH2:9][CH2:10][CH2:11][CH2:12][CH3:13].O[Li].O. (2) Given the product [NH2:33][CH:13]([C@H:14]1[CH2:15][CH2:16][C@H:17]([NH:20][CH2:21][C:22]2[CH:23]=[CH:24][C:25]3[O:26][CH2:27][C:28](=[O:32])[NH:29][C:30]=3[N:31]=2)[CH2:18][CH2:19]1)[CH2:12][N:9]1[C:10]2[C:5](=[N:4][CH:3]=[C:2]([S:59][C:53]3[CH:58]=[CH:57][CH:56]=[CH:55][CH:54]=3)[CH:11]=2)[CH:6]=[CH:7][C:8]1=[O:46], predict the reactants needed to synthesize it. The reactants are: F[C:2]1[CH:11]=[C:10]2[C:5]([CH:6]=[CH:7][C:8](=[O:46])[N:9]2[CH2:12][CH:13]([NH:33]S(C2C=CC=CC=2[N+]([O-])=O)(=O)=O)[C@H:14]2[CH2:19][CH2:18][C@H:17]([NH:20][CH2:21][C:22]3[CH:23]=[CH:24][C:25]4[O:26][CH2:27][C:28](=[O:32])[NH:29][C:30]=4[N:31]=3)[CH2:16][CH2:15]2)=[N:4][CH:3]=1.C([O-])([O-])=O.[K+].[K+].[C:53]1([SH:59])[CH:58]=[CH:57][CH:56]=[CH:55][CH:54]=1. (3) Given the product [CH3:1][NH:2][S:3]([C:6]1[CH:14]=[C:13]2[C:9]([CH:10]=[CH:11][NH:12]2)=[CH:8][CH:7]=1)(=[O:5])=[O:4], predict the reactants needed to synthesize it. The reactants are: [CH3:1][NH:2][S:3]([C:6]1[CH:14]=[C:13]2[C:9]([CH2:10][CH2:11][NH:12]2)=[CH:8][CH:7]=1)(=[O:5])=[O:4].C(C1C(=O)C(Cl)=C(Cl)C(=O)C=1C#N)#N. (4) Given the product [CH3:1][C:2]1[N:6]2[C:7]3[CH:13]=[C:12]([CH3:14])[N:11]([CH:15]([C:21]4[CH:26]=[CH:25][CH:24]=[CH:23][CH:22]=4)[CH2:16][OH:17])[C:8]=3[CH:9]=[CH:10][C:5]2=[N:4][N:3]=1, predict the reactants needed to synthesize it. The reactants are: [CH3:1][C:2]1[N:6]2[C:7]3[CH:13]=[C:12]([CH3:14])[N:11]([CH:15]([C:21]4[CH:26]=[CH:25][CH:24]=[CH:23][CH:22]=4)[C:16](OCC)=[O:17])[C:8]=3[CH:9]=[CH:10][C:5]2=[N:4][N:3]=1.C1COCC1.[Li+].[BH4-]. (5) Given the product [CH:6]([C:9]1[N:14]=[C:13]([O:15][CH3:16])[C:12]([CH:1]=[O:2])=[C:11]([O:17][CH3:18])[N:10]=1)([CH3:8])[CH3:7], predict the reactants needed to synthesize it. The reactants are: [C:1](=O)=[O:2].CO.[CH:6]([C:9]1[N:14]=[C:13]([O:15][CH3:16])[CH:12]=[C:11]([O:17][CH3:18])[N:10]=1)([CH3:8])[CH3:7].C([Li])CCC.Cl. (6) Given the product [NH2:21][CH2:20][CH2:19][N:16]1[CH2:17][CH2:18][N:13]([C:6]2[C:5]3[C:10](=[CH:11][CH:12]=[C:3]([O:2][CH3:1])[N:4]=3)[N:9]=[CH:8][CH:7]=2)[CH2:14][C:15]1=[O:32], predict the reactants needed to synthesize it. The reactants are: [CH3:1][O:2][C:3]1[N:4]=[C:5]2[C:10](=[CH:11][CH:12]=1)[N:9]=[CH:8][CH:7]=[C:6]2[N:13]1[CH2:18][CH2:17][N:16]([CH2:19][CH2:20][N:21]2C(=O)C3C(=CC=CC=3)C2=O)[C:15](=[O:32])[CH2:14]1.O.NN. (7) Given the product [CH3:18][O:1][C:2]1[CH:3]=[C:4]([CH2:12][C:13]([O:28][CH3:27])=[O:15])[CH:5]=[C:6]([C:8]([F:11])([F:10])[F:9])[CH:7]=1, predict the reactants needed to synthesize it. The reactants are: [OH:1][C:2]1[CH:3]=[C:4]([CH2:12][C:13]([OH:15])=O)[CH:5]=[C:6]([C:8]([F:11])([F:10])[F:9])[CH:7]=1.IC.[C:18](=O)([O-])[O-].[K+].[K+].CN([CH:27]=[O:28])C.